This data is from Catalyst prediction with 721,799 reactions and 888 catalyst types from USPTO. The task is: Predict which catalyst facilitates the given reaction. (1) Reactant: [Cl:1][C:2]1[C:3]([N+:10]([O-:12])=[O:11])=[C:4]([NH2:9])[C:5]([NH2:8])=[CH:6][CH:7]=1.[C:13](=S)=[S:14]. Product: [Cl:1][C:2]1[CH:7]=[CH:6][C:5]2[NH:8][C:13]([SH:14])=[N:9][C:4]=2[C:3]=1[N+:10]([O-:12])=[O:11]. The catalyst class is: 9. (2) Reactant: FC(F)(F)C(O)=O.C(OC([N:15]1[CH2:20][CH2:19][CH:18]([O:21][C:22]2[C:27]([CH3:28])=[CH:26][C:25]([N+:29]([O-:31])=[O:30])=[CH:24][N:23]=2)[CH2:17][CH2:16]1)=O)(C)(C)C. Product: [CH3:28][C:27]1[C:22]([O:21][CH:18]2[CH2:19][CH2:20][NH:15][CH2:16][CH2:17]2)=[N:23][CH:24]=[C:25]([N+:29]([O-:31])=[O:30])[CH:26]=1. The catalyst class is: 4. (3) Reactant: [F:1][CH:2]([F:14])[C:3]1[CH:8]=[CH:7][CH:6]=[C:5]([CH:9]([F:11])[F:10])[C:4]=1[CH2:12][OH:13]. Product: [F:1][CH:2]([F:14])[C:3]1[CH:8]=[CH:7][CH:6]=[C:5]([CH:9]([F:11])[F:10])[C:4]=1[CH:12]=[O:13]. The catalyst class is: 21. (4) Reactant: [CH:1]1([NH:7][C:8]2[CH:13]=[CH:12][CH:11]=[CH:10][CH:9]=2)[CH2:6][CH2:5][CH2:4][CH2:3][CH2:2]1.[CH2:14]([N:21]=[C:22]=[S:23])[C:15]1[CH:20]=[CH:19][CH:18]=[CH:17][CH:16]=1. Product: [CH:8]1([N:7]([C:22]([NH:21][CH2:14][C:15]2[CH:20]=[CH:19][CH:18]=[CH:17][CH:16]=2)=[S:23])[C:1]2[CH:6]=[CH:5][CH:4]=[CH:3][CH:2]=2)[CH2:13][CH2:12][CH2:11][CH2:10][CH2:9]1. The catalyst class is: 599. (5) Reactant: [CH2:1]([O:8][C:9]1[CH:14]=[CH:13][C:12]([CH:15]2[O:19]C(=O)[NH:17][CH:16]2[CH2:21][C:22]2[CH:27]=[CH:26][CH:25]=[C:24]([O:28][C:29]([F:34])([F:33])[CH:30]([F:32])[F:31])[CH:23]=2)=[CH:11][CH:10]=1)[C:2]1[CH:7]=[CH:6][CH:5]=[CH:4][CH:3]=1.[OH-].[Na+]. Product: [NH2:17][CH:16]([CH2:21][C:22]1[CH:27]=[CH:26][CH:25]=[C:24]([O:28][C:29]([F:33])([F:34])[CH:30]([F:31])[F:32])[CH:23]=1)[CH:15]([C:12]1[CH:11]=[CH:10][C:9]([O:8][CH2:1][C:2]2[CH:3]=[CH:4][CH:5]=[CH:6][CH:7]=2)=[CH:14][CH:13]=1)[OH:19]. The catalyst class is: 8. (6) Reactant: [CH2:1]([O:8][C:9]1[CH:14]=[CH:13][C:12]([C@@H:15]([NH:41][C:42]2[CH:47]=[CH:46][C:45]([F:48])=[CH:44][CH:43]=2)[C@@H:16]([CH2:31]/[CH:32]=[CH:33]\[C:34]2[CH:39]=[CH:38][C:37]([F:40])=[CH:36][CH:35]=2)[C:17](N2[C@@H](C3C=CC=CC=3)COC2=O)=[O:18])=[CH:11][CH:10]=1)[C:2]1[CH:7]=[CH:6][CH:5]=[CH:4][CH:3]=1. Product: [CH2:1]([O:8][C:9]1[CH:10]=[CH:11][C:12]([C@H:15]2[N:41]([C:42]3[CH:43]=[CH:44][C:45]([F:48])=[CH:46][CH:47]=3)[C:17](=[O:18])[C@@H:16]2[CH2:31]/[CH:32]=[CH:33]\[C:34]2[CH:35]=[CH:36][C:37]([F:40])=[CH:38][CH:39]=2)=[CH:13][CH:14]=1)[C:2]1[CH:3]=[CH:4][CH:5]=[CH:6][CH:7]=1. The catalyst class is: 11.